Dataset: Reaction yield outcomes from USPTO patents with 853,638 reactions. Task: Predict the reaction yield, written as a fraction of the theoretical maximum amount of product (1.0 means a 100% yield; for example, 0.34 means a 34% yield). (1) The reactants are C([Mg]Cl)(C)C.C1COCC1.C(O[C:14]([C:16]1[N:17]([S:29](=[O:34])(=[O:33])[N:30]([CH3:32])[CH3:31])[N:18]=[C:19]([CH2:21][O:22][C:23]2[CH:28]=[CH:27][CH:26]=[CH:25][CH:24]=2)[CH:20]=1)=[O:15])C.Cl.[CH3:36][NH:37][O:38][CH3:39]. The catalyst is C(Cl)Cl.[NH4+].[Cl-]. The product is [CH3:39][O:38][N:37]([CH3:36])[C:14]([C:16]1[N:17]([S:29](=[O:33])(=[O:34])[N:30]([CH3:31])[CH3:32])[N:18]=[C:19]([CH2:21][O:22][C:23]2[CH:24]=[CH:25][CH:26]=[CH:27][CH:28]=2)[CH:20]=1)=[O:15]. The yield is 0.440. (2) The reactants are Cl.[CH2:2]([N:9]1[CH2:14][CH2:13][O:12][CH:11]([C:15]([OH:17])=[O:16])[CH2:10]1)[C:3]1[CH:8]=[CH:7][CH:6]=[CH:5][CH:4]=1.Cl.[CH3:19]O. No catalyst specified. The product is [CH2:2]([N:9]1[CH2:14][CH2:13][O:12][CH:11]([C:15]([O:17][CH3:19])=[O:16])[CH2:10]1)[C:3]1[CH:8]=[CH:7][CH:6]=[CH:5][CH:4]=1. The yield is 0.800. (3) The reactants are [Cl:1][C:2]1[CH:3]=[C:4]([CH:35]=[CH:36][C:37]=1[Cl:38])[CH2:5][CH:6]1[C:15]2[C:10](=[CH:11][CH:12]=[C:13]([O:16][CH2:17][CH2:18][NH:19][S:20]([C:23]3[N:24]=[CH:25][N:26]([CH3:28])[CH:27]=3)(=[O:22])=[O:21])[CH:14]=2)[CH2:9][CH2:8][CH:7]1[NH:29][C:30](=O)OCC.[CH:39](=O)C.C(O)(=O)C.C([BH3-])#N.[Na+]. The catalyst is ClCCl.O.CO. The product is [Cl:1][C:2]1[CH:3]=[C:4]([CH:35]=[CH:36][C:37]=1[Cl:38])[CH2:5][CH:6]1[C:15]2[CH:14]=[C:13]([O:16][CH2:17][CH2:18][NH:19][S:20]([C:23]3[N:24]=[CH:25][N:26]([CH3:28])[CH:27]=3)(=[O:22])=[O:21])[CH:12]=[CH:11][C:10]=2[CH2:9][CH2:8][CH:7]1[NH:29][CH2:30][CH3:39]. The yield is 0.250. (4) The reactants are [Cl:1][C:2]1[C:3]([C:11]([O:13][CH2:14][CH3:15])=[O:12])=[N:4][CH:5]=[C:6]([CH:10]=1)[C:7]([OH:9])=O.[F:16][C:17]1[CH:29]=[CH:28][C:20]([CH2:21][N:22]2[CH2:27][CH2:26][NH:25][CH2:24][CH2:23]2)=[CH:19][CH:18]=1.C(N(CC)CC)C.CN(C(ON1N=NC2C=CC=NC1=2)=[N+](C)C)C.F[P-](F)(F)(F)(F)F. The product is [Cl:1][C:2]1[C:3]([C:11]([O:13][CH2:14][CH3:15])=[O:12])=[N:4][CH:5]=[C:6]([C:7]([N:25]2[CH2:24][CH2:23][N:22]([CH2:21][C:20]3[CH:28]=[CH:29][C:17]([F:16])=[CH:18][CH:19]=3)[CH2:27][CH2:26]2)=[O:9])[CH:10]=1. The catalyst is CN(C)C=O. The yield is 0.750. (5) The reactants are C(O)C.O1CCCC1.[O:9]1[CH2:13][CH2:12][O:11][CH:10]1[C:14]1[CH:15]=[CH:16][C:17]([CH:20]=[O:21])=[N:18][CH:19]=1.[BH4-].[Na+]. The catalyst is O. The yield is 0.780. The product is [O:9]1[CH2:13][CH2:12][O:11][CH:10]1[C:14]1[CH:15]=[CH:16][C:17]([CH2:20][OH:21])=[N:18][CH:19]=1. (6) The reactants are C(Cl)CCl.C1C=NC2N(O)N=NC=2C=1.[F:15][C:16]1[CH:21]=[CH:20][C:19]([C:22]2[S:26][C:25]([NH2:27])=[N:24][N:23]=2)=[CH:18][CH:17]=1.[CH2:28]([NH:30][S:31]([C:34]1[CH:35]=[C:36]([F:44])[C:37]([F:43])=[C:38]([CH:42]=1)[C:39](O)=[O:40])(=[O:33])=[O:32])[CH3:29].CN(C=O)C. No catalyst specified. The product is [CH2:28]([NH:30][S:31]([C:34]1[CH:35]=[C:36]([F:44])[C:37]([F:43])=[C:38]([CH:42]=1)[C:39]([NH:27][C:25]1[S:26][C:22]([C:19]2[CH:18]=[CH:17][C:16]([F:15])=[CH:21][CH:20]=2)=[N:23][N:24]=1)=[O:40])(=[O:33])=[O:32])[CH3:29]. The yield is 0.190. (7) The reactants are [C:1]1([CH2:7][CH2:8][CH2:9][CH2:10][CH2:11][NH2:12])[CH:6]=[CH:5][CH:4]=[CH:3][CH:2]=1.[C:13]([O-:16])(O)=O.[Na+].ClC(Cl)(OC(=O)OC(Cl)(Cl)Cl)Cl.[NH:30]1[CH:37]=[CH:36][C:34](=[O:35])[NH:33][C:31]1=[O:32]. The catalyst is ClCCl.C1(C)C=CC=CC=1.CN(C1C=CN=CC=1)C.N1C=CC=CC=1. The product is [O:32]=[C:31]1[NH:33][C:34](=[O:35])[CH:36]=[CH:37][N:30]1[C:13]([NH:12][CH2:11][CH2:10][CH2:9][CH2:8][CH2:7][C:1]1[CH:6]=[CH:5][CH:4]=[CH:3][CH:2]=1)=[O:16]. The yield is 0.320.